Task: Predict the reaction yield, written as a fraction of the theoretical maximum amount of product (1.0 means a 100% yield; for example, 0.34 means a 34% yield).. Dataset: Reaction yield outcomes from USPTO patents with 853,638 reactions (1) The reactants are Cl[C:2]1[N:7]=[CH:6][N:5]=[C:4]([NH:8][C:9]2[CH:10]=[C:11]([NH:15]C(=O)OC(C)(C)C)[CH:12]=[CH:13][CH:14]=2)[CH:3]=1.[O:23]([C:30]1[CH:36]=[CH:35][C:33]([NH2:34])=[CH:32][CH:31]=1)[C:24]1[CH:29]=[CH:28][CH:27]=[CH:26][CH:25]=1.Cl. The catalyst is C(O)CCC. The product is [NH2:15][C:11]1[CH:10]=[C:9]([NH:8][C:4]2[CH:3]=[C:2]([NH:34][C:33]3[CH:32]=[CH:31][C:30]([O:23][C:24]4[CH:29]=[CH:28][CH:27]=[CH:26][CH:25]=4)=[CH:36][CH:35]=3)[N:7]=[CH:6][N:5]=2)[CH:14]=[CH:13][CH:12]=1. The yield is 0.378. (2) The reactants are [ClH:1].C[O:3][C:4]1[CH:13]=[CH:12][C:11]2[NH:10][C:9](=[O:14])[C:8]3[S:15][CH:16]=[CH:17][C:7]=3[C:6]=2[C:5]=1[C:18]1[CH:23]=[CH:22][C:21]([C@@H:24]([CH3:28])[CH2:25][NH:26][CH3:27])=[CH:20][CH:19]=1.[CH2:29]=O. No catalyst specified. The product is [ClH:1].[CH3:29][N:26]([CH3:27])[CH2:25][C@@H:24]([C:21]1[CH:22]=[CH:23][C:18]([C:5]2[C:6]3[C:7]4[CH:17]=[CH:16][S:15][C:8]=4[C:9](=[O:14])[NH:10][C:11]=3[CH:12]=[CH:13][C:4]=2[OH:3])=[CH:19][CH:20]=1)[CH3:28]. The yield is 0.670. (3) The reactants are [CH3:1][C:2]1[CH:8]=[CH:7][C:6]([CH3:9])=[CH:5][C:3]=1[NH2:4].ClCCl.C(=O)(O)[O-].[Na+].C[N+](C)(C)C.Cl[I-:24]Cl. The catalyst is O.CO. The product is [I:24][C:7]1[C:6]([CH3:9])=[CH:5][C:3]([NH2:4])=[C:2]([CH3:1])[CH:8]=1. The yield is 0.980. (4) The reactants are [C:1]1([C@H:7]2[O:12][CH2:11][C@H:10]([OH:13])[CH2:9][O:8]2)[CH:6]=[CH:5][CH:4]=[CH:3][CH:2]=1.[F:14][C:15]([F:28])([F:27])[S:16](O[S:16]([C:15]([F:28])([F:27])[F:14])(=[O:18])=[O:17])(=[O:18])=[O:17]. The catalyst is C(Cl)Cl. The product is [F:14][C:15]([F:28])([F:27])[S:16]([O:13][C@@H:10]1[CH2:11][O:12][C@@H:7]([C:1]2[CH:2]=[CH:3][CH:4]=[CH:5][CH:6]=2)[O:8][CH2:9]1)(=[O:18])=[O:17]. The yield is 0.410. (5) The reactants are Br.[CH2:2]([C:4]1[N:5]=[C:6]([C@@H:9]([NH2:20])[CH2:10][C:11]2[CH:16]=[CH:15][C:14]([N+:17]([O-:19])=[O:18])=[CH:13][CH:12]=2)[S:7][CH:8]=1)[CH3:3].CCN(CC)CC.[CH2:28]([N:35]=[C:36]=[O:37])[C:29]1[CH:34]=[CH:33][CH:32]=[CH:31][CH:30]=1. The catalyst is C(Cl)Cl. The product is [CH2:28]([NH:35][C:36]([NH:20][C@H:9]([C:6]1[S:7][CH:8]=[C:4]([CH2:2][CH3:3])[N:5]=1)[CH2:10][C:11]1[CH:16]=[CH:15][C:14]([N+:17]([O-:19])=[O:18])=[CH:13][CH:12]=1)=[O:37])[C:29]1[CH:34]=[CH:33][CH:32]=[CH:31][CH:30]=1. The yield is 0.960. (6) The reactants are [Cl:1][C:2]1[CH:7]=[CH:6][C:5]([CH:8]2[CH2:10][CH:9]2[NH:11][C:12]([C:14]2[CH:36]=[CH:35][C:17]([O:18][C:19]3[CH:28]=[C:27]4[C:22]([CH:23]([C:29]([O:31]C)=[O:30])[CH2:24][CH2:25][O:26]4)=[CH:21][C:20]=3[C:33]#[N:34])=[CH:16][CH:15]=2)=[O:13])=[CH:4][CH:3]=1.O[Li].O.Cl. The catalyst is C1COCC1. The product is [Cl:1][C:2]1[CH:7]=[CH:6][C:5]([CH:8]2[CH2:10][CH:9]2[NH:11][C:12]([C:14]2[CH:15]=[CH:16][C:17]([O:18][C:19]3[CH:28]=[C:27]4[C:22]([CH:23]([C:29]([OH:31])=[O:30])[CH2:24][CH2:25][O:26]4)=[CH:21][C:20]=3[C:33]#[N:34])=[CH:35][CH:36]=2)=[O:13])=[CH:4][CH:3]=1. The yield is 0.950.